This data is from Forward reaction prediction with 1.9M reactions from USPTO patents (1976-2016). The task is: Predict the product of the given reaction. The product is: [Si:13]([O:20][CH2:21][C:22]1[S:26][C:25]([C:28]2[N:33]=[N:32][C:31]([N:34]([CH2:42][C:43]3([C:47]4[C:52]([F:53])=[CH:51][CH:50]=[CH:49][N:48]=4)[CH2:46][CH2:45][CH2:44]3)[C:35](=[O:41])[O:36][C:37]([CH3:38])([CH3:39])[CH3:40])=[CH:30][CH:29]=2)=[N:24][CH:23]=1)([C:16]([CH3:19])([CH3:17])[CH3:18])([CH3:14])[CH3:15]. Given the reactants C(NC(C)C)(C)C.[Li]CCCC.[Si:13]([O:20][CH2:21][C:22]1[S:26][CH:25]=[N:24][CH:23]=1)([C:16]([CH3:19])([CH3:18])[CH3:17])([CH3:15])[CH3:14].Cl[C:28]1[N:33]=[N:32][C:31]([N:34]([CH2:42][C:43]2([C:47]3[C:52]([F:53])=[CH:51][CH:50]=[CH:49][N:48]=3)[CH2:46][CH2:45][CH2:44]2)[C:35](=[O:41])[O:36][C:37]([CH3:40])([CH3:39])[CH3:38])=[CH:30][CH:29]=1, predict the reaction product.